Dataset: Reaction yield outcomes from USPTO patents with 853,638 reactions. Task: Predict the reaction yield, written as a fraction of the theoretical maximum amount of product (1.0 means a 100% yield; for example, 0.34 means a 34% yield). (1) The reactants are Cl[C:2]1[N:7]=[C:6]([NH:8][CH2:9][C:10]2[CH:15]=[CH:14][C:13]([O:16][CH3:17])=[C:12]([O:18][CH3:19])[CH:11]=2)[N:5]2[N:20]=[C:21]([C:23]3[O:24][CH:25]=[CH:26][CH:27]=3)[N:22]=[C:4]2[CH:3]=1.[C:28]1(OB(O)O)[CH:33]=[CH:32][CH:31]=[CH:30][CH:29]=1.C(=O)([O-])[O-].[Na+].[Na+].CCCCCC. The catalyst is C1COCC1.[Cl-].[Na+].O.C(OCC)(=O)C. The product is [CH3:19][O:18][C:12]1[CH:11]=[C:10]([CH:15]=[CH:14][C:13]=1[O:16][CH3:17])[CH2:9][NH:8][C:6]1[N:5]2[N:20]=[C:21]([C:23]3[O:24][CH:25]=[CH:26][CH:27]=3)[N:22]=[C:4]2[CH:3]=[C:2]([C:28]2[CH:33]=[CH:32][CH:31]=[CH:30][CH:29]=2)[N:7]=1. The yield is 0.850. (2) The reactants are C(=O)(OC(C)(C)C)[O:2][C:3]1[N:7]([C:8]2[N:13]=[CH:12][CH:11]=[CH:10][N:9]=2)[N:6]=[C:5]([C:14]2[CH:19]=[CH:18][C:17]([C:20]3[CH:25]=[CH:24][CH:23]=[C:22]([C:26]4[CH:31]=[CH:30][CH:29]=[CH:28][CH:27]=4)[CH:21]=3)=[CH:16][CH:15]=2)[CH:4]=1.C(=O)(OC(C)(C)C)OC1N(C2C=CC=CN=2)N=C(C2C=CC(C3C=CC=CC=3)=CC=2)C=1. No catalyst specified. The product is [C:26]1([C:22]2[CH:21]=[C:20]([C:17]3[CH:16]=[CH:15][C:14]([C:5]4[CH:4]=[C:3]([OH:2])[N:7]([C:8]5[N:9]=[CH:10][CH:11]=[CH:12][N:13]=5)[N:6]=4)=[CH:19][CH:18]=3)[CH:25]=[CH:24][CH:23]=2)[CH:27]=[CH:28][CH:29]=[CH:30][CH:31]=1. The yield is 0.930. (3) The reactants are Br[C:2]1[S:6][C:5]([C:7]([N:9]([CH2:11][C:12]2[CH:17]=[CH:16][CH:15]=[C:14]([OH:18])[CH:13]=2)[CH3:10])=[O:8])=[CH:4][CH:3]=1.[F:19][C:20]1[C:25]([O:26][CH3:27])=[CH:24][CH:23]=[CH:22][C:21]=1B(O)O. The catalyst is [Pd].C1(P(C2C=CC=CC=2)C2C=CC=CC=2)C=CC=CC=1.C1(P(C2C=CC=CC=2)C2C=CC=CC=2)C=CC=CC=1.C1(P(C2C=CC=CC=2)C2C=CC=CC=2)C=CC=CC=1.C1(P(C2C=CC=CC=2)C2C=CC=CC=2)C=CC=CC=1. The product is [F:19][C:20]1[C:25]([O:26][CH3:27])=[CH:24][CH:23]=[CH:22][C:21]=1[C:2]1[S:6][C:5]([C:7]([N:9]([CH2:11][C:12]2[CH:17]=[CH:16][CH:15]=[C:14]([OH:18])[CH:13]=2)[CH3:10])=[O:8])=[CH:4][CH:3]=1. The yield is 0.720.